From a dataset of Catalyst prediction with 721,799 reactions and 888 catalyst types from USPTO. Predict which catalyst facilitates the given reaction. (1) Reactant: C(OC(OCC)[C:5]1[CH:10]=[CH:9][C:8](C2C(=O)[C:6]3[C:7](C(OC)=O)=[CH:8][CH:9]=[CH:10][C:5]=3NC2[C:5]2[CH:10]=[CH:9][CH:8]=[CH:7][CH:6]=2)=[CH:7][CH:6]=1)C.[CH2:35]([O:37][CH:38]([O:67][CH2:68][CH3:69])[C:39]1[CH:44]=[CH:43][C:42]([CH:45]2[C:54](=O)[C:53]3[C:52]([C:56]([O:58]CC)=O)=[CH:51][CH:50]=[CH:49][C:48]=3[NH:47][CH:46]2C2C=CC=CC=2)=[CH:41][CH:40]=1)[CH3:36].O.[NH2:71][NH2:72]. The catalyst class is: 5. Product: [CH2:68]([O:67][CH:38]([O:37][CH2:35][CH3:36])[C:39]1[CH:40]=[CH:41][C:42]([CH:45]2[C:54]3=[N:71][NH:72][C:56](=[O:58])[C:52]4[CH:51]=[CH:50][CH:49]=[C:48]([C:53]=43)[NH:47][CH:46]2[C:5]2[CH:10]=[CH:9][CH:8]=[CH:7][CH:6]=2)=[CH:43][CH:44]=1)[CH3:69]. (2) Reactant: C([O:3][C:4](=[O:14])[CH2:5][O:6][C:7]1[CH:8]=[N:9][C:10]([Cl:13])=[CH:11][CH:12]=1)C.[Li+].[OH-]. Product: [Cl:13][C:10]1[N:9]=[CH:8][C:7]([O:6][CH2:5][C:4]([OH:14])=[O:3])=[CH:12][CH:11]=1. The catalyst class is: 20. (3) Reactant: [CH2:1]([C:5]1[CH2:14][CH2:13][C:12]2[CH:11]=[C:10]([C@H:15]3[CH2:24][CH2:23][C@@:17]4([NH:21][C:20](=[O:22])[O:19][CH2:18]4)[CH2:16]3)[CH:9]=[CH:8][C:7]=2[CH:6]=1)[CH2:2][CH2:3][CH3:4].B.CSC.[OH-:29].[Na+].OO. Product: [CH2:1]([CH:5]1[CH2:14][CH2:13][C:12]2[CH:11]=[C:10]([C@H:15]3[CH2:24][CH2:23][C@@:17]4([NH:21][C:20](=[O:22])[O:19][CH2:18]4)[CH2:16]3)[CH:9]=[CH:8][C:7]=2[CH:6]1[OH:29])[CH2:2][CH2:3][CH3:4]. The catalyst class is: 20. (4) Reactant: [CH2:1]([C:3]1[C:11]2[S:10][CH2:9][CH:8]([C:12]3[CH:17]=[CH:16][C:15]([CH:18]([CH3:20])[CH3:19])=[CH:14][CH:13]=3)[C:7]=2[C:6]([CH3:21])=[C:5]([NH:22][C:23](=[O:29])[CH2:24][C:25]([CH3:28])([CH3:27])[CH3:26])[C:4]=1[CH3:30])[CH3:2].C(=O)([O-])[OH:32].[Na+].ClC1C=CC=C(C(OO)=O)C=1.S([O-])(O)(=O)=O.[Na+]. Product: [CH2:1]([C:3]1[C:11]2[S:10](=[O:32])[CH2:9][CH:8]([C:12]3[CH:17]=[CH:16][C:15]([CH:18]([CH3:19])[CH3:20])=[CH:14][CH:13]=3)[C:7]=2[C:6]([CH3:21])=[C:5]([NH:22][C:23](=[O:29])[CH2:24][C:25]([CH3:27])([CH3:26])[CH3:28])[C:4]=1[CH3:30])[CH3:2]. The catalyst class is: 4. (5) Reactant: [CH2:1]([N:8]1[C:13](=[O:14])[C:12]2[S:15][CH:16]=[CH:17][C:11]=2[N:10]=[C:9]1[CH:18](Br)[CH2:19][CH3:20])[C:2]1[CH:7]=[CH:6][CH:5]=[CH:4][CH:3]=1.[CH3:22][N:23]([CH3:27])[CH2:24][CH2:25][NH2:26]. Product: [CH2:1]([N:8]1[C:13](=[O:14])[C:12]2[S:15][CH:16]=[CH:17][C:11]=2[N:10]=[C:9]1[CH:18]([NH:26][CH2:25][CH2:24][N:23]([CH3:27])[CH3:22])[CH2:19][CH3:20])[C:2]1[CH:7]=[CH:6][CH:5]=[CH:4][CH:3]=1. The catalyst class is: 351. (6) Reactant: [CH3:1][CH:2]([CH2:7][C:8]1[N:9]=[CH:10][N:11]([C:13]([C:26]2[CH:31]=[CH:30][CH:29]=[CH:28][CH:27]=2)([C:20]2[CH:25]=[CH:24][CH:23]=[CH:22][CH:21]=2)[C:14]2[CH:19]=[CH:18][CH:17]=[CH:16][CH:15]=2)[CH:12]=1)[C:3]([O:5]C)=[O:4].[Li+].[OH-]. Product: [CH3:1][CH:2]([CH2:7][C:8]1[N:9]=[CH:10][N:11]([C:13]([C:26]2[CH:31]=[CH:30][CH:29]=[CH:28][CH:27]=2)([C:20]2[CH:21]=[CH:22][CH:23]=[CH:24][CH:25]=2)[C:14]2[CH:19]=[CH:18][CH:17]=[CH:16][CH:15]=2)[CH:12]=1)[C:3]([OH:5])=[O:4]. The catalyst class is: 1. (7) Reactant: Br[C:2]1[C:3]([NH2:9])=[N:4][CH:5]=[C:6]([Br:8])[N:7]=1.[C:10]1(B(O)O)[CH:15]=[CH:14][CH:13]=[CH:12][CH:11]=1. Product: [Br:8][C:6]1[N:7]=[C:2]([C:10]2[CH:15]=[CH:14][CH:13]=[CH:12][CH:11]=2)[C:3]([NH2:9])=[N:4][CH:5]=1. The catalyst class is: 11.